This data is from Full USPTO retrosynthesis dataset with 1.9M reactions from patents (1976-2016). The task is: Predict the reactants needed to synthesize the given product. (1) Given the product [CH3:27][O:20][C:19]([C@@H:10]1[C@@H:11]([C:13]2[CH:14]=[CH:15][CH:16]=[CH:17][CH:18]=2)[CH2:12][N:8]([CH2:1][C:2]2[CH:3]=[CH:4][CH:5]=[CH:6][CH:7]=2)[CH2:9]1)=[O:21], predict the reactants needed to synthesize it. The reactants are: [CH2:1]([N:8]1[CH2:12][C@H:11]([C:13]2[CH:18]=[CH:17][CH:16]=[CH:15][CH:14]=2)[C@@H:10]([C:19]([OH:21])=[O:20])[CH2:9]1)[C:2]1[CH:7]=[CH:6][CH:5]=[CH:4][CH:3]=1.S(=O)(=O)(O)O.[CH3:27]O. (2) The reactants are: [F:1][C:2]([F:7])([F:6])[C:3]([OH:5])=[O:4].[NH2:8][C:9]1[N:10]([CH3:28])[C:11](=[O:27])[C:12]2([N:26]=1)[C:21]1[C:16](=[CH:17][CH:18]=[C:19](Br)[CH:20]=1)[C:15](=[O:23])[C:14]([CH3:25])([CH3:24])[CH2:13]2.[N:29]1[CH:34]=[C:33](B(O)O)[CH:32]=[N:31][CH:30]=1.C([O-])([O-])=O.[Na+].[Na+].O1CCOCC1. Given the product [F:1][C:2]([F:7])([F:6])[C:3]([OH:5])=[O:4].[NH2:8][C:9]1[N:10]([CH3:28])[C:11](=[O:27])[C:12]2([N:26]=1)[C:21]1[C:16](=[CH:17][CH:18]=[C:19]([C:33]3[CH:34]=[N:29][CH:30]=[N:31][CH:32]=3)[CH:20]=1)[C:15](=[O:23])[C:14]([CH3:25])([CH3:24])[CH2:13]2, predict the reactants needed to synthesize it. (3) Given the product [Cl:1][C:2]1[C:3]([C:4]([N:52]2[CH2:51][CH2:50][N:49]3[CH2:53][CH2:54][CH2:55][C@@H:48]3[CH2:47]2)=[O:6])=[CH:7][C:8]([S:12]([NH:15][C:16]2[CH:21]=[CH:20][CH:19]=[CH:18][C:17]=2[F:22])(=[O:14])=[O:13])=[C:9]([F:11])[CH:10]=1, predict the reactants needed to synthesize it. The reactants are: [Cl:1][C:2]1[CH:10]=[C:9]([F:11])[C:8]([S:12]([NH:15][C:16]2[CH:21]=[CH:20][CH:19]=[CH:18][C:17]=2[F:22])(=[O:14])=[O:13])=[CH:7][C:3]=1[C:4]([OH:6])=O.CN(C(ON1N=NC2C=CC=NC1=2)=[N+](C)C)C.F[P-](F)(F)(F)(F)F.[CH2:47]1[NH:52][CH2:51][CH2:50][N:49]2[CH2:53][CH2:54][CH2:55][C@H:48]12. (4) Given the product [CH3:1][C:2]1[C:6]([C:7]([NH:24][C:25]2[CH:26]=[C:27]([CH2:32][C:33]([O:35][CH3:36])=[O:34])[CH:28]=[CH:29][C:30]=2[OH:31])=[O:9])=[C:5]([CH3:10])[O:4][N:3]=1, predict the reactants needed to synthesize it. The reactants are: [CH3:1][C:2]1[C:6]([C:7]([OH:9])=O)=[C:5]([CH3:10])[O:4][N:3]=1.C(Cl)(C(Cl)=O)=O.CCN(CC)CC.[NH2:24][C:25]1[CH:26]=[C:27]([CH2:32][C:33]([O:35][CH3:36])=[O:34])[CH:28]=[CH:29][C:30]=1[OH:31]. (5) The reactants are: C(O/C=C\[C:6]1[N:11]=[C:10]([C:12]([F:15])([F:14])[F:13])[N:9]=[C:8]([NH:16][CH:17]2[CH2:22][CH2:21][N:20]([C:23]([O:25][C:26]([CH3:29])([CH3:28])[CH3:27])=[O:24])[CH2:19][CH2:18]2)[CH:7]=1)C.I([O-])(=O)(=O)=O.[Na+].[O:36]1CCOC[CH2:37]1. Given the product [CH:37]([C:6]1[N:11]=[C:10]([C:12]([F:15])([F:14])[F:13])[N:9]=[C:8]([NH:16][CH:17]2[CH2:18][CH2:19][N:20]([C:23]([O:25][C:26]([CH3:29])([CH3:28])[CH3:27])=[O:24])[CH2:21][CH2:22]2)[CH:7]=1)=[O:36], predict the reactants needed to synthesize it. (6) Given the product [Cl:1][C:2]1[N:3]=[C:4]([C:16]#[N:17])[CH:5]=[C:6]([N+:8]([O-:10])=[O:9])[CH:7]=1, predict the reactants needed to synthesize it. The reactants are: [Cl:1][C:2]1[CH:7]=[C:6]([N+:8]([O-:10])=[O:9])[CH:5]=[CH:4][N+:3]=1[O-].[Si]([C:16]#[N:17])(C)(C)C.CN(C)C(Cl)=O.C([O-])(O)=O.[Na+]. (7) The reactants are: [Br:1][C:2]1[C:3]([CH:9](Br)Br)=[N:4][C:5]([Br:8])=[CH:6][CH:7]=1.CC[OH:14]. Given the product [Br:1][C:2]1[C:3]([CH:9]=[O:14])=[N:4][C:5]([Br:8])=[CH:6][CH:7]=1, predict the reactants needed to synthesize it. (8) Given the product [Br:1][C:2]1[CH:3]=[CH:4][C:5]([S:8]([N:11]([C:12]([CH3:15])([CH3:14])[CH3:13])[CH2:28][C:29]([F:32])([F:31])[F:30])(=[O:10])=[O:9])=[CH:6][CH:7]=1, predict the reactants needed to synthesize it. The reactants are: [Br:1][C:2]1[CH:7]=[CH:6][C:5]([S:8]([NH:11][C:12]([CH3:15])([CH3:14])[CH3:13])(=[O:10])=[O:9])=[CH:4][CH:3]=1.C(=O)([O-])[O-].[K+].[K+].FC(F)(F)S(O[CH2:28][C:29]([F:32])([F:31])[F:30])(=O)=O.O. (9) Given the product [Cl:28][C:29]1[CH:30]=[CH:31][C:32]([C:33]2[CH:34]=[C:35]([CH2:42][CH3:43])[C:36]([CH:4]3[C:5](=[O:10])[C@H:6]4[O:9][C@:2]([CH3:1])([CH2:8][CH2:7]4)[C:3]3=[O:11])=[C:37]([CH2:39][CH3:40])[CH:38]=2)=[CH:44][CH:45]=1, predict the reactants needed to synthesize it. The reactants are: [CH3:1][C@@:2]12[O:9][C@@H:6]([CH2:7][CH2:8]1)[C:5](=[O:10])[CH2:4][C:3]2=[O:11].C(Cl)(Cl)Cl.C([O-])(=O)C.C([O-])(=O)C.C([O-])(=O)C.[Cl:28][C:29]1[CH:45]=[CH:44][C:32]([C:33]2[CH:38]=[C:37]([CH2:39][CH3:40])[C:36]([Pb+3])=[C:35]([CH2:42][CH3:43])[CH:34]=2)=[CH:31][CH:30]=1.Cl. (10) Given the product [C:13]([C:14]1[CH:21]=[CH:20][C:17]([CH2:18][NH:19][C:2]2[CH:10]=[N:9][CH:8]=[CH:7][C:3]=2[C:4]([OH:6])=[O:5])=[CH:16][CH:15]=1)#[N:12], predict the reactants needed to synthesize it. The reactants are: F[C:2]1[CH:10]=[N:9][CH:8]=[CH:7][C:3]=1[C:4]([OH:6])=[O:5].Cl.[NH2:12][CH2:13][C:14]1[CH:21]=[CH:20][C:17]([C:18]#[N:19])=[CH:16][CH:15]=1.CCN(C(C)C)C(C)C.